This data is from Catalyst prediction with 721,799 reactions and 888 catalyst types from USPTO. The task is: Predict which catalyst facilitates the given reaction. (1) Reactant: [NH2:1][C:2]1[CH:7]=[CH:6][CH:5]=[CH:4][CH:3]=1.C[Al](C)C.[Br:12][C:13]1[CH:14]=[CH:15][C:16]2[N:17]([CH:19]=[C:20]([C:22](OCC)=[O:23])[N:21]=2)[CH:18]=1.[Cl-].[NH4+]. Product: [Br:12][C:13]1[CH:14]=[CH:15][C:16]2[N:17]([CH:19]=[C:20]([C:22]([NH:1][C:2]3[CH:7]=[CH:6][CH:5]=[CH:4][CH:3]=3)=[O:23])[N:21]=2)[CH:18]=1. The catalyst class is: 11. (2) Reactant: Cl.C([N:9]1[CH2:14][CH2:13][O:12][CH2:11][C@@H:10]1[CH2:15][OH:16])C1C=CC=CC=1.[OH-].[Na+].[C:27](O[C:27]([O:29][C:30]([CH3:33])([CH3:32])[CH3:31])=[O:28])([O:29][C:30]([CH3:33])([CH3:32])[CH3:31])=[O:28]. Product: [C:30]([O:29][C:27]([N:9]1[CH2:14][CH2:13][O:12][CH2:11][C@H:10]1[CH2:15][OH:16])=[O:28])([CH3:31])([CH3:32])[CH3:33]. The catalyst class is: 13.